From a dataset of Forward reaction prediction with 1.9M reactions from USPTO patents (1976-2016). Predict the product of the given reaction. (1) Given the reactants [CH3:1][N:2]([CH3:19])[CH:3]1[CH2:7][CH2:6][N:5]([C:8]2[CH:18]=[CH:17][C:11]([C:12](OCC)=[O:13])=[CH:10][CH:9]=2)[CH2:4]1.O.[NH2:21][NH2:22], predict the reaction product. The product is: [CH3:1][N:2]([CH3:19])[CH:3]1[CH2:7][CH2:6][N:5]([C:8]2[CH:18]=[CH:17][C:11]([C:12]([NH:21][NH2:22])=[O:13])=[CH:10][CH:9]=2)[CH2:4]1. (2) Given the reactants [N+:1]([C:4]([CH3:16])=[CH:5][C:6]1[CH:11]=[CH:10][C:9]([C:12]([F:15])([F:14])[F:13])=[CH:8][CH:7]=1)([O-])=O.[H-].[H-].[H-].[H-].[Li+].[Al+3].C(OC(=O)C)C, predict the reaction product. The product is: [CH3:16][CH:4]([NH2:1])[CH2:5][C:6]1[CH:7]=[CH:8][C:9]([C:12]([F:13])([F:14])[F:15])=[CH:10][CH:11]=1.